From a dataset of Forward reaction prediction with 1.9M reactions from USPTO patents (1976-2016). Predict the product of the given reaction. (1) Given the reactants [F:1][C:2]([F:20])([F:19])[S:3]([O:6][C:7]1[C:16]2[C:11](=[CH:12][CH:13]=[C:14]([O:17][CH3:18])[CH:15]=2)[CH:10]=[CH:9][CH:8]=1)(=[O:5])=[O:4].COC1C=C2C(=CC=1)C([C:33]([OH:35])=[O:34])=CC=C2, predict the reaction product. The product is: [CH3:18][O:17][C:14]1[CH:15]=[C:16]2[C:11]([CH:10]=[CH:9][CH:8]=[C:7]2[C:33]([OH:35])=[O:34])=[CH:12][CH:13]=1.[O-:6][S:3]([C:2]([F:20])([F:19])[F:1])(=[O:5])=[O:4]. (2) Given the reactants FC1C=C(F)C=CC=1CCC1(C=CC=CC1)C(N)=O.N1SN=C2C(S(NC3C=CC=CC=3C(O)=O)(=O)=O)=CC=CC=12.[N:42]1[S:46][N:45]=[C:44]2[C:47]([S:51]([NH:54][C:55]3[CH:73]=[C:72](C(F)(F)F)[CH:71]=[CH:70][C:56]=3[C:57]([NH:59][C@@H:60]([C:62]3[CH:67]=[CH:66][C:65]([F:68])=[CH:64][C:63]=3[F:69])[CH3:61])=[O:58])(=[O:53])=[O:52])=[CH:48][CH:49]=[CH:50][C:43]=12, predict the reaction product. The product is: [N:42]1[S:46][N:45]=[C:44]2[C:47]([S:51]([NH:54][C:55]3[CH:73]=[CH:72][CH:71]=[CH:70][C:56]=3[C:57]([NH:59][C@@H:60]([C:62]3[CH:67]=[CH:66][C:65]([F:68])=[CH:64][C:63]=3[F:69])[CH3:61])=[O:58])(=[O:53])=[O:52])=[CH:48][CH:49]=[CH:50][C:43]=12. (3) Given the reactants C=O.N[CH:4]1[CH2:9][CH2:8][N:7]([CH2:10][C:11]2[CH:16]=[CH:15][CH:14]=[CH:13][CH:12]=2)[CH2:6][C:5]1([CH2:18][CH3:19])[CH3:17].[C:20]([BH3-])#[N:21].[Na+].[C:24](O)(=O)C, predict the reaction product. The product is: [CH2:10]([N:7]1[CH2:8][CH2:9][CH:4]([N:21]([CH3:20])[CH3:24])[C:5]([CH2:18][CH3:19])([CH3:17])[CH2:6]1)[C:11]1[CH:16]=[CH:15][CH:14]=[CH:13][CH:12]=1. (4) Given the reactants ClC1C=CC=C(C(OO)=[O:9])C=1.[Cl:12][C:13]1[CH:18]=[C:17]([O:19][CH3:20])[CH:16]=[CH:15][C:14]=1[C:21]1[C:22]2[N:23]([C:27]([N:32]([CH2:36][CH:37]3[CH2:39][CH2:38]3)[CH2:33][CH2:34][CH3:35])=[C:28]([S:30][CH3:31])[N:29]=2)[CH:24]=[CH:25][N:26]=1.S([O-])([O-])(=O)=S.[Na+].[Na+].C(=O)(O)[O-].[Na+], predict the reaction product. The product is: [Cl:12][C:13]1[CH:18]=[C:17]([O:19][CH3:20])[CH:16]=[CH:15][C:14]=1[C:21]1[C:22]2[N:23]([C:27]([N:32]([CH2:36][CH:37]3[CH2:39][CH2:38]3)[CH2:33][CH2:34][CH3:35])=[C:28]([S:30]([CH3:31])=[O:9])[N:29]=2)[CH:24]=[CH:25][N:26]=1. (5) Given the reactants [N:1]([C:4]1[CH:9]=[C:8]([C:10]([O:12]C)=[O:11])[CH:7]=[CH:6][C:5]=1[C:14]([O:16]C)=O)=[C:2]=[S:3].[NH2:18][C:19]1[CH:24]=[C:23]([OH:25])[CH:22]=[CH:21][N:20]=1.[OH-].[Na+].Cl, predict the reaction product. The product is: [OH:25][C:23]1[CH:22]=[CH:21][N:20]=[C:19]([N:18]2[C:14](=[O:16])[C:5]3[C:4](=[CH:9][C:8]([C:10]([OH:12])=[O:11])=[CH:7][CH:6]=3)[NH:1][C:2]2=[S:3])[CH:24]=1. (6) Given the reactants Cl[C:2]1[C:7]2=[CH:8][C:9]([C:11]3[CH:16]=[CH:15][N:14]=[C:13]([N:17]4[CH2:22][CH2:21][O:20][CH2:19][CH2:18]4)[CH:12]=3)=[CH:10][N:6]2[N:5]=[CH:4][N:3]=1.[F:23][C:24]1[CH:29]=[C:28]([N+:30]([O-:32])=[O:31])[CH:27]=[CH:26][C:25]=1[OH:33].C1N2CCN(CC2)C1, predict the reaction product. The product is: [F:23][C:24]1[CH:29]=[C:28]([N+:30]([O-:32])=[O:31])[CH:27]=[CH:26][C:25]=1[O:33][C:2]1[C:7]2=[CH:8][C:9]([C:11]3[CH:16]=[CH:15][N:14]=[C:13]([N:17]4[CH2:22][CH2:21][O:20][CH2:19][CH2:18]4)[CH:12]=3)=[CH:10][N:6]2[N:5]=[CH:4][N:3]=1. (7) The product is: [CH2:33]([C:23]1[N:22]([C:19]2[CH:18]=[CH:17][C:16]([CH2:15][CH2:14][NH:13][C:11]([NH:10][S:7]([C:4]3[C:40]4[C:35](=[CH:36][CH:37]=[CH:38][CH:39]=4)[CH:1]=[CH:2][CH:3]=3)(=[O:8])=[O:9])=[O:12])=[CH:21][CH:20]=2)[C:26]2=[N:27][C:28]([CH3:32])=[CH:29][C:30]([CH3:31])=[C:25]2[N:24]=1)[CH3:34]. Given the reactants [C:1]1([C:35]2[CH:40]=[CH:39][CH:38]=[CH:37][CH:36]=2)C=C[C:4]([S:7]([NH:10][C:11]([NH:13][CH2:14][CH2:15][C:16]2[CH:21]=[CH:20][C:19]([N:22]3[C:26]4=[N:27][C:28]([CH3:32])=[CH:29][C:30]([CH3:31])=[C:25]4[N:24]=[C:23]3[CH2:33][CH3:34])=[CH:18][CH:17]=2)=[O:12])(=[O:9])=[O:8])=[CH:3][CH:2]=1.C1(S(N)(=O)=O)C2C(=CC=CC=2)C=CC=1, predict the reaction product. (8) Given the reactants [CH2:1]([O:8][C:9]1[C:10]([C:37](O)=[O:38])=[N:11][C:12]([N:19]2[CH2:24][CH2:23][N:22]([CH2:25][CH2:26][CH2:27][CH2:28][NH:29][C:30]([O:32][C:33]([CH3:36])([CH3:35])[CH3:34])=[O:31])[CH2:21][CH2:20]2)=[C:13]2[C:18]=1[N:17]=[CH:16][CH:15]=[CH:14]2)[C:2]1[CH:7]=[CH:6][CH:5]=[CH:4][CH:3]=1.CCN(C(C)C)C(C)C.CN(C(ON1N=NC2C=CC=CC1=2)=[N+](C)C)C.F[P-](F)(F)(F)(F)F.Cl.[NH2:74][CH2:75][C:76]1[CH:86]=[CH:85][C:84]([F:87])=[CH:83][C:77]=1[C:78]([O:80][CH2:81][CH3:82])=[O:79], predict the reaction product. The product is: [CH2:1]([O:8][C:9]1[C:10]([C:37]([NH:74][CH2:75][C:76]2[CH:86]=[CH:85][C:84]([F:87])=[CH:83][C:77]=2[C:78]([O:80][CH2:81][CH3:82])=[O:79])=[O:38])=[N:11][C:12]([N:19]2[CH2:20][CH2:21][N:22]([CH2:25][CH2:26][CH2:27][CH2:28][NH:29][C:30]([O:32][C:33]([CH3:34])([CH3:35])[CH3:36])=[O:31])[CH2:23][CH2:24]2)=[C:13]2[C:18]=1[N:17]=[CH:16][CH:15]=[CH:14]2)[C:2]1[CH:3]=[CH:4][CH:5]=[CH:6][CH:7]=1.